From a dataset of Forward reaction prediction with 1.9M reactions from USPTO patents (1976-2016). Predict the product of the given reaction. The product is: [Br:1][C:2]1[C:6]2[C:7]([NH:19][CH2:18][C:13]3[CH:14]=[CH:15][CH:16]=[CH:17][N:12]=3)=[N:8][CH:9]=[CH:10][C:5]=2[S:4][CH:3]=1. Given the reactants [Br:1][C:2]1[C:6]2[C:7](Cl)=[N:8][CH:9]=[CH:10][C:5]=2[S:4][CH:3]=1.[N:12]1[CH:17]=[CH:16][CH:15]=[CH:14][C:13]=1[CH2:18][NH2:19].C(N(CC)CC)C, predict the reaction product.